Predict the reactants needed to synthesize the given product. From a dataset of Full USPTO retrosynthesis dataset with 1.9M reactions from patents (1976-2016). (1) Given the product [F:14][C:15]1[CH:21]=[CH:20][C:18]([NH:19][C:8]([C:7]2[CH:6]=[C:5]([S:2]([Cl:1])(=[O:4])=[O:3])[CH:13]=[CH:12][CH:11]=2)=[O:9])=[CH:17][C:16]=1[CH3:22], predict the reactants needed to synthesize it. The reactants are: [Cl:1][S:2]([C:5]1[CH:6]=[C:7]([CH:11]=[CH:12][CH:13]=1)[C:8](Cl)=[O:9])(=[O:4])=[O:3].[F:14][C:15]1[CH:21]=[CH:20][C:18]([NH2:19])=[CH:17][C:16]=1[CH3:22].S(C1C=CC(C)=CC=1)(O)(=O)=O.N[C@H]1CCOC1.C(N(C(C)C)CC)(C)C. (2) Given the product [C:52]([O:56][C:57]([N:59]([C:92]([O:94][C:95]([CH3:97])([CH3:96])[CH3:98])=[O:93])[C:60]1[C:69]2[C:68](=[CH:67][C:66]([NH:70][CH:71]([C:75]3[CH:76]=[CH:77][C:78]([CH2:81][CH:82]([O:84][Si:85]([C:88]([CH3:89])([CH3:91])[CH3:90])([CH3:87])[CH3:86])[CH3:83])=[CH:79][CH:80]=3)[C:72]([NH:23][CH2:24][C:25]3[CH:30]=[CH:29][CH:28]=[C:27]([N+:31]([O-:33])=[O:32])[CH:26]=3)=[O:74])=[CH:65][CH:64]=2)[CH:63]=[CH:62][N:61]=1)=[O:58])([CH3:53])([CH3:55])[CH3:54], predict the reactants needed to synthesize it. The reactants are: C(OC(N(C(OC(C)(C)C)=O)C1C2C(=CC(NC(C3C=CC(CC(O)CC)=CC=3)C([NH:23][CH2:24][C:25]3[CH:30]=[CH:29][CH:28]=[C:27]([N+:31]([O-:33])=[O:32])[CH:26]=3)=O)=CC=2)C=CN=1)=O)(C)(C)C.[C:52]([O:56][C:57]([N:59]([C:92]([O:94][C:95]([CH3:98])([CH3:97])[CH3:96])=[O:93])[C:60]1[C:69]2[C:64](=[CH:65][C:66]([NH:70][CH:71]([C:75]3[CH:80]=[CH:79][C:78]([CH2:81][CH:82]([O:84][Si:85]([C:88]([CH3:91])([CH3:90])[CH3:89])([CH3:87])[CH3:86])[CH3:83])=[CH:77][CH:76]=3)[C:72]([OH:74])=O)=[CH:67][CH:68]=2)[CH:63]=[CH:62][N:61]=1)=[O:58])([CH3:55])([CH3:54])[CH3:53]. (3) The reactants are: [NH:1]1[CH2:9][CH2:8][CH2:7][CH2:6][C@H:2]1[C:3]([OH:5])=[O:4].Cl.O[Li].O.C([O-])=O.[NH4+].[C:18](ON1C(=O)CCC1=O)([O:20][CH2:21][CH:22]1[C:34]2[C:29](=[CH:30][CH:31]=[CH:32][CH:33]=2)[C:28]2[C:23]1=[CH:24][CH:25]=[CH:26][CH:27]=2)=[O:19].C([O-])(O)=O.[Na+]. Given the product [N:1]1([C:18]([O:20][CH2:21][CH:22]2[C:23]3[C:28](=[CH:27][CH:26]=[CH:25][CH:24]=3)[C:29]3[C:34]2=[CH:33][CH:32]=[CH:31][CH:30]=3)=[O:19])[CH2:9][CH2:8][CH2:7][CH2:6][C@H:2]1[C:3]([OH:5])=[O:4], predict the reactants needed to synthesize it.